From a dataset of Full USPTO retrosynthesis dataset with 1.9M reactions from patents (1976-2016). Predict the reactants needed to synthesize the given product. (1) Given the product [C:1]([C:3]1[CH:4]=[C:5]([CH:10]=[CH:11][C:12]=1[O:17][CH2:16][C:15]([F:19])([F:18])[F:14])[C:6]([O:8][CH3:9])=[O:7])#[N:2], predict the reactants needed to synthesize it. The reactants are: [C:1]([C:3]1[CH:4]=[C:5]([CH:10]=[CH:11][C:12]=1F)[C:6]([O:8][CH3:9])=[O:7])#[N:2].[F:14][C:15]([F:19])([F:18])[CH2:16][O-:17].[Na+]. (2) Given the product [OH:23][NH:22][C:19]([C:16]1[CH:17]=[C:18]2[C:13]([CH:12]=[CH:11][N:10]2[CH2:9][C:6]2[CH:7]=[N:8][C:3]([O:2][CH3:1])=[CH:4][CH:5]=2)=[CH:14][CH:15]=1)=[O:21], predict the reactants needed to synthesize it. The reactants are: [CH3:1][O:2][C:3]1[N:8]=[CH:7][C:6]([CH2:9][N:10]2[C:18]3[C:13](=[CH:14][CH:15]=[C:16]([C:19]([OH:21])=O)[CH:17]=3)[CH:12]=[CH:11]2)=[CH:5][CH:4]=1.[NH2:22][OH:23].